This data is from Forward reaction prediction with 1.9M reactions from USPTO patents (1976-2016). The task is: Predict the product of the given reaction. (1) Given the reactants [CH3:1][C:2]1[S:3][C:4]2[CH:10]=[C:9]([OH:11])[C:8]([OH:12])=[CH:7][C:5]=2[N:6]=1.[N+:13]([O-])([OH:15])=[O:14], predict the reaction product. The product is: [CH3:1][C:2]1[S:3][C:4]2[C:10]([N+:13]([O-:15])=[O:14])=[C:9]([OH:11])[C:8]([OH:12])=[CH:7][C:5]=2[N:6]=1. (2) Given the reactants [C:1]([O:5][C:6]([C:8]1[C:9]([C:14]2[CH:19]=[CH:18][C:17]([CH2:20][N:21]3[C:25]([CH:26]=O)=[C:24]([CH:28]4[CH2:30][CH2:29]4)[N:23]=[C:22]3[O:31][CH2:32][CH3:33])=[C:16]([F:34])[CH:15]=2)=[CH:10][CH:11]=[CH:12][CH:13]=1)=[O:7])([CH3:4])([CH3:3])[CH3:2].Cl.[NH2:36][OH:37].N1C=CC=CC=1.CO, predict the reaction product. The product is: [C:1]([O:5][C:6]([C:8]1[C:9]([C:14]2[CH:19]=[CH:18][C:17]([CH2:20][N:21]3[C:25]([CH:26]=[N:36][OH:37])=[C:24]([CH:28]4[CH2:29][CH2:30]4)[N:23]=[C:22]3[O:31][CH2:32][CH3:33])=[C:16]([F:34])[CH:15]=2)=[CH:10][CH:11]=[CH:12][CH:13]=1)=[O:7])([CH3:3])([CH3:2])[CH3:4]. (3) Given the reactants B#B.C1COCC1.[Br:8][C:9]1[CH:10]=[C:11]([CH2:15][C:16](O)=[O:17])[CH:12]=[N:13][CH:14]=1.O, predict the reaction product. The product is: [Br:8][C:9]1[CH:10]=[C:11]([CH2:15][CH2:16][OH:17])[CH:12]=[N:13][CH:14]=1. (4) Given the reactants [N:1]1([N:9]2[CH2:14][CH2:13][CH2:12][CH2:11][CH2:10]2)[CH2:6][CH2:5][C:4](=O)[CH2:3][C:2]1=[O:8].[Cl:15][C:16]1[CH:21]=[C:20]([Cl:22])[CH:19]=[CH:18][C:17]=1[NH:23][CH2:24][C:25]([CH3:27])=O.CC1C=CC(S(O)(=O)=O)=CC=1, predict the reaction product. The product is: [Cl:15][C:16]1[CH:21]=[C:20]([Cl:22])[CH:19]=[CH:18][C:17]=1[N:23]1[C:4]2[CH2:5][CH2:6][N:1]([N:9]3[CH2:14][CH2:13][CH2:12][CH2:11][CH2:10]3)[C:2](=[O:8])[C:3]=2[C:25]([CH3:27])=[CH:24]1.